The task is: Regression. Given two drug SMILES strings and cell line genomic features, predict the synergy score measuring deviation from expected non-interaction effect.. This data is from NCI-60 drug combinations with 297,098 pairs across 59 cell lines. Drug 1: CC1C(C(CC(O1)OC2CC(CC3=C2C(=C4C(=C3O)C(=O)C5=C(C4=O)C(=CC=C5)OC)O)(C(=O)CO)O)N)O.Cl. Drug 2: COCCOC1=C(C=C2C(=C1)C(=NC=N2)NC3=CC=CC(=C3)C#C)OCCOC.Cl. Cell line: SNB-19. Synergy scores: CSS=13.2, Synergy_ZIP=1.33, Synergy_Bliss=8.37, Synergy_Loewe=5.38, Synergy_HSA=6.36.